This data is from Forward reaction prediction with 1.9M reactions from USPTO patents (1976-2016). The task is: Predict the product of the given reaction. (1) Given the reactants [Cl:1][C:2]1[CH:10]=[CH:9][CH:8]=[C:7]([Cl:11])[C:3]=1[C:4](Cl)=[O:5].C[O:13][C:14]([C:16]1[C:20]([NH2:21])=[CH:19][NH:18][N:17]=1)=[O:15].C(N(CC)CC)C, predict the reaction product. The product is: [Cl:1][C:2]1[CH:10]=[CH:9][CH:8]=[C:7]([Cl:11])[C:3]=1[C:4]([NH:21][C:20]1[C:16]([C:14]([OH:15])=[O:13])=[N:17][NH:18][CH:19]=1)=[O:5]. (2) Given the reactants C[O:2][C:3](=[O:31])[CH2:4][O:5][C:6]1[CH:15]=[CH:14][C:13]([F:16])=[C:12]2[C:7]=1[C:8]([O:27][CH:28]([F:30])[F:29])=[C:9]([CH2:19][C:20]1[CH:25]=[CH:24][C:23]([Br:26])=[CH:22][CH:21]=1)[C:10]([CH2:17][CH3:18])=[N:11]2.CO.O.[OH-].[Li+], predict the reaction product. The product is: [Br:26][C:23]1[CH:22]=[CH:21][C:20]([CH2:19][C:9]2[C:10]([CH2:17][CH3:18])=[N:11][C:12]3[C:7]([C:8]=2[O:27][CH:28]([F:30])[F:29])=[C:6]([O:5][CH2:4][C:3]([OH:31])=[O:2])[CH:15]=[CH:14][C:13]=3[F:16])=[CH:25][CH:24]=1. (3) Given the reactants C1C=CC(P([C:14]2[CH:19]=[CH:18][CH:17]=[CH:16][CH:15]=2)C2C=CC=CC=2)=CC=1.[CH2:20]([O:22][C:23](Cl)=[O:24])[CH3:21].C([O-])([O-])=O.[Na+].[Na+].B(OC)(OC)OC.[CH2:39](OC1C=C(B(O)O)C=CC=1)[C:40]1C=CC=C[CH:41]=1.CC[N:58]([CH:62]([CH3:64])[CH3:63])C(C)C.[Li]CC[CH2:68][CH3:69].Cl.[O-:71]S([O-])=O.[Na+].[Na+], predict the reaction product. The product is: [CH:62]1([NH:58][C:23]([O:22][CH2:20][CH2:21][CH2:68][CH2:69][C:14]2[CH:15]=[CH:16][C:17]([OH:71])=[CH:18][CH:19]=2)=[O:24])[CH2:63][CH2:41][CH2:40][CH2:39][CH2:64]1.